Dataset: Reaction yield outcomes from USPTO patents with 853,638 reactions. Task: Predict the reaction yield, written as a fraction of the theoretical maximum amount of product (1.0 means a 100% yield; for example, 0.34 means a 34% yield). The reactants are [CH:1]([C:4]1[CH:5]=[C:6]2[C:10](=[CH:11][CH:12]=1)[NH:9][C:8]([C:13]1[CH:18]=[C:17]([C:19]3[CH:24]=[CH:23][N:22]=[CH:21][CH:20]=3)[N:16]=[N:15][C:14]=1[O:25]C)=[CH:7]2)([CH3:3])[CH3:2].[OH-].[Na+]. The catalyst is CCO. The product is [CH:1]([C:4]1[CH:5]=[C:6]2[C:10](=[CH:11][CH:12]=1)[NH:9][C:8]([C:13]1[C:14](=[O:25])[NH:15][N:16]=[C:17]([C:19]3[CH:20]=[CH:21][N:22]=[CH:23][CH:24]=3)[CH:18]=1)=[CH:7]2)([CH3:3])[CH3:2]. The yield is 0.110.